This data is from Full USPTO retrosynthesis dataset with 1.9M reactions from patents (1976-2016). The task is: Predict the reactants needed to synthesize the given product. (1) Given the product [NH2:15][C@H:7]1[C:8]2[C:13](=[CH:12][C:11]([F:14])=[CH:10][CH:9]=2)[N:4]([C:1](=[O:3])[CH3:2])[C@@H:5]([CH:27]2[CH2:29][CH2:28]2)[C@@H:6]1[CH3:26], predict the reactants needed to synthesize it. The reactants are: [C:1]([N:4]1[C:13]2[C:8](=[CH:9][CH:10]=[C:11]([F:14])[CH:12]=2)[C@H:7]([NH:15]C(=O)OCC2C=CC=CC=2)[C@@H:6]([CH3:26])[C@@H:5]1[CH:27]1[CH2:29][CH2:28]1)(=[O:3])[CH3:2].[H][H]. (2) Given the product [CH3:1][N:2]1[CH:7]=[C:6]([C:34]2[CH:39]=[CH:38][N:37]=[CH:36][C:35]=2[O:40][CH2:41][CH:42]2[CH2:46][CH2:45][O:44][CH2:43]2)[C:5]2[O:17][C:18]([CH2:20][N:21]3[CH2:26][CH2:25][N:24]([S:27]([CH3:30])(=[O:29])=[O:28])[CH2:23][C@H:22]3[CH3:31])=[CH:19][C:4]=2[C:3]1=[O:32], predict the reactants needed to synthesize it. The reactants are: [CH3:1][N:2]1[CH:7]=[C:6](B2OC(C)(C)C(C)(C)O2)[C:5]2[O:17][C:18]([CH2:20][N:21]3[CH2:26][CH2:25][N:24]([S:27]([CH3:30])(=[O:29])=[O:28])[CH2:23][C@H:22]3[CH3:31])=[CH:19][C:4]=2[C:3]1=[O:32].Br[C:34]1[CH:39]=[CH:38][N:37]=[CH:36][C:35]=1[O:40][CH2:41][CH:42]1[CH2:46][CH2:45][O:44][CH2:43]1.